From a dataset of Forward reaction prediction with 1.9M reactions from USPTO patents (1976-2016). Predict the product of the given reaction. (1) Given the reactants [CH2:1]([O:3][C:4](=[O:17])[CH:5]([N:9]1[CH:14]=[CH:13][CH:12]=[C:11]([NH2:15])[C:10]1=[O:16])[O:6][CH2:7][CH3:8])[CH3:2].[CH3:18][O:19][C:20]1[CH:21]=[C:22](B(O)O)[CH:23]=[CH:24][CH:25]=1, predict the reaction product. The product is: [CH2:1]([O:3][C:4](=[O:17])[CH:5]([O:6][CH2:7][CH3:8])[N:9]1[CH:14]=[CH:13][CH:12]=[C:11]([NH:15][C:24]2[CH:23]=[CH:22][CH:21]=[C:20]([O:19][CH3:18])[CH:25]=2)[C:10]1=[O:16])[CH3:2]. (2) Given the reactants C(OC([N:11]1[CH2:15][CH:14]2[CH:16]([OH:20])[CH:17]([F:19])[CH2:18][CH:13]2[CH2:12]1)=O)C1C=CC=CC=1.[H][H], predict the reaction product. The product is: [F:19][CH:17]1[CH2:18][CH:13]2[CH2:12][NH:11][CH2:15][CH:14]2[CH:16]1[OH:20]. (3) The product is: [CH2:1]([O:3][C:4]1[CH:9]=[CH:8][C:7]([S:10]([N:40]([CH2:38][CH3:39])[CH2:41][CH2:42][OH:43])(=[O:12])=[O:11])=[CH:6][C:5]=1[C:14]1[NH:19][C:18](=[O:20])[C:17]2=[C:21]([CH2:27][CH3:28])[N:22]=[C:23]([CH2:24][CH2:25][CH3:26])[N:16]2[N:15]=1)[CH3:2]. Given the reactants [CH2:1]([O:3][C:4]1[CH:9]=[CH:8][C:7]([S:10](Cl)(=[O:12])=[O:11])=[CH:6][C:5]=1[C:14]1[NH:19][C:18](=[O:20])[C:17]2=[C:21]([CH2:27][CH3:28])[N:22]=[C:23]([CH2:24][CH2:25][CH3:26])[N:16]2[N:15]=1)[CH3:2].CN(C1C=CC=CN=1)C.[CH2:38]([NH:40][CH2:41][CH2:42][OH:43])[CH3:39], predict the reaction product. (4) Given the reactants [Cl-].[Al+3].[Cl-].[Cl-].C[O:6][C:7]1[CH:15]=[C:14]2[C:10]([CH2:11][CH2:12][C:13]2=[O:16])=[CH:9][CH:8]=1, predict the reaction product. The product is: [OH:6][C:7]1[CH:15]=[C:14]2[C:10]([CH2:11][CH2:12][C:13]2=[O:16])=[CH:9][CH:8]=1. (5) Given the reactants [S:1]1[CH:5]=[CH:4][C:3]([NH:6][C:7](=[O:9])[CH3:8])=[CH:2]1.[NH4+].[N:11]#[C:12][S-:13].BrBr.CC([O-])=O.[Na+], predict the reaction product. The product is: [S:13]([C:2]1[S:1][CH:5]=[CH:4][C:3]=1[NH:6][C:7](=[O:9])[CH3:8])[C:12]#[N:11]. (6) Given the reactants [CH2:1]([C:8]1[C:16]2[C:11](=[CH:12][CH:13]=[C:14]([Br:17])[CH:15]=2)[NH:10][C:9]=1[C:18]1[CH:23]=[CH:22][CH:21]=[CH:20][CH:19]=1)[C:2]1[CH:7]=[CH:6][CH:5]=[CH:4][CH:3]=1.[CH2:24](Br)[C:25]1[CH:30]=[CH:29][CH:28]=[CH:27][CH:26]=1, predict the reaction product. The product is: [CH2:24]([N:10]1[C:11]2[C:16](=[CH:15][C:14]([Br:17])=[CH:13][CH:12]=2)[C:8]([CH2:1][C:2]2[CH:3]=[CH:4][CH:5]=[CH:6][CH:7]=2)=[C:9]1[C:18]1[CH:23]=[CH:22][CH:21]=[CH:20][CH:19]=1)[C:25]1[CH:30]=[CH:29][CH:28]=[CH:27][CH:26]=1. (7) The product is: [CH3:21][O:20][C:18]1[CH:17]=[C:16]2[C:12]([C:13]([C:22]#[N:23])=[CH:14][NH:15]2)=[C:11]([CH:4]([C:5]2[CH:6]=[CH:7][CH:8]=[CH:9][CH:10]=2)[CH2:3][CH2:2][NH:25][CH3:24])[CH:19]=1. Given the reactants O[CH2:2][CH2:3][CH:4]([C:11]1[CH:19]=[C:18]([O:20][CH3:21])[CH:17]=[C:16]2[C:12]=1[C:13]([C:22]#[N:23])=[CH:14][NH:15]2)[C:5]1[CH:10]=[CH:9][CH:8]=[CH:7][CH:6]=1.[CH3:24][NH:25]CCC(C1C=C2C(=CC=1)NC=C2C#N)C1C=CC=CC=1, predict the reaction product. (8) The product is: [F:1][C:2]1[CH:7]=[CH:6][C:5]([F:8])=[CH:4][C:3]=1[C@H:9]1[CH2:13][CH2:12][CH2:11][N:10]1[C:14]1[CH:15]=[CH:16][C:17]([NH2:20])=[N:18][CH:19]=1. Given the reactants [F:1][C:2]1[CH:7]=[CH:6][C:5]([F:8])=[CH:4][C:3]=1[C@H:9]1[CH2:13][CH2:12][CH2:11][N:10]1[C:14]1[CH:15]=[CH:16][C:17]([N+:20]([O-])=O)=[N:18][CH:19]=1, predict the reaction product. (9) Given the reactants [F:1][C:2]1[CH:11]=[CH:10][CH:9]=[CH:8][C:3]=1[C:4](Cl)=[N:5][OH:6].[CH3:12][O:13][C:14](=[O:18])[CH2:15][C:16]#[N:17].C[O-].[Na+], predict the reaction product. The product is: [CH3:12][O:13][C:14]([C:15]1[C:4]([C:3]2[CH:8]=[CH:9][CH:10]=[CH:11][C:2]=2[F:1])=[N:5][O:6][C:16]=1[NH2:17])=[O:18].